The task is: Predict the reactants needed to synthesize the given product.. This data is from Full USPTO retrosynthesis dataset with 1.9M reactions from patents (1976-2016). (1) Given the product [F:1][C:2]1[CH:10]=[C:9]2[C:5]([C:6]([C:11]3[CH:19]=[CH:18][C:17]4[C:13](=[CH:14][N:15]([CH:20]5[CH2:25][CH2:24][NH:23][CH2:22][CH2:21]5)[N:16]=4)[CH:12]=3)=[CH:7][NH:8]2)=[CH:4][CH:3]=1, predict the reactants needed to synthesize it. The reactants are: [F:1][C:2]1[CH:10]=[C:9]2[C:5]([C:6]([C:11]3[CH:19]=[CH:18][C:17]4[C:13](=[CH:14][N:15]([CH:20]5[CH2:25][CH2:24][N:23](C(OC(C)(C)C)=O)[CH2:22][CH2:21]5)[N:16]=4)[CH:12]=3)=[CH:7][NH:8]2)=[CH:4][CH:3]=1.Cl. (2) Given the product [Cl:29][C:26]1[CH:27]=[CH:28][C:23]([C:3]2[C:4]3[N:5]([C:8](=[O:22])[N:9]([CH2:11][C:12]4[CH:13]=[N:14][C:15]([C:18]([F:19])([F:20])[F:21])=[CH:16][CH:17]=4)[N:10]=3)[N:6]=[CH:7][C:2]=2[C:38]2[CH:43]=[CH:42][C:41]([C:44]3[O:45][CH:46]=[CH:47][N:48]=3)=[CH:40][CH:39]=2)=[CH:24][CH:25]=1, predict the reactants needed to synthesize it. The reactants are: Cl[C:2]1[CH:7]=[N:6][N:5]2[C:8](=[O:22])[N:9]([CH2:11][C:12]3[CH:13]=[N:14][C:15]([C:18]([F:21])([F:20])[F:19])=[CH:16][CH:17]=3)[N:10]=[C:4]2[C:3]=1[C:23]1[CH:28]=[CH:27][C:26]([Cl:29])=[CH:25][CH:24]=1.CC1(C)C(C)(C)OB([C:38]2[CH:43]=[CH:42][C:41]([C:44]3[O:45][CH:46]=[CH:47][N:48]=3)=[CH:40][CH:39]=2)O1. (3) Given the product [C:25]([C:27]1[CH:28]=[C:29]([NH:33][C:34]([N:15]2[CH2:16][CH2:17][N:12]([C:10]3[S:9][N:8]=[C:7]([C:1]4[CH:2]=[CH:3][CH:4]=[CH:5][CH:6]=4)[N:11]=3)[CH2:13][CH2:14]2)=[O:35])[CH:30]=[CH:31][CH:32]=1)#[N:26], predict the reactants needed to synthesize it. The reactants are: [C:1]1([C:7]2[N:11]=[C:10]([N:12]3[CH2:17][CH2:16][NH:15][CH2:14][CH2:13]3)[S:9][N:8]=2)[CH:6]=[CH:5][CH:4]=[CH:3][CH:2]=1.C(N(CC)CC)C.[C:25]([C:27]1[CH:28]=[C:29]([N:33]=[C:34]=[O:35])[CH:30]=[CH:31][CH:32]=1)#[N:26].